From a dataset of Reaction yield outcomes from USPTO patents with 853,638 reactions. Predict the reaction yield, written as a fraction of the theoretical maximum amount of product (1.0 means a 100% yield; for example, 0.34 means a 34% yield). (1) The yield is 0.710. The reactants are [C:1]([C:4]1[CH:5]=[C:6]2[C:10](=[CH:11][CH:12]=1)[NH:9][C:8](=[O:13])[CH2:7]2)(=O)[CH3:2].C([SiH](CC)CC)C. The catalyst is FC(F)(F)C(O)=O. The product is [CH2:1]([C:4]1[CH:5]=[C:6]2[C:10](=[CH:11][CH:12]=1)[NH:9][C:8](=[O:13])[CH2:7]2)[CH3:2]. (2) The reactants are [C:1]([C:5]1[NH:6][C:7]2[C:12]([CH:13]=1)=[CH:11][C:10]([N+:14]([O-])=O)=[CH:9][C:8]=2[C:17]([O-:19])=[O:18])([CH3:4])([CH3:3])[CH3:2].[CH3:20]O. The catalyst is [Ni]. The product is [NH2:14][C:10]1[CH:11]=[C:12]2[C:7](=[C:8]([C:17]([O:19][CH3:20])=[O:18])[CH:9]=1)[NH:6][C:5]([C:1]([CH3:4])([CH3:3])[CH3:2])=[CH:13]2. The yield is 0.680. (3) The reactants are [Cl:1][C:2]1[C:3](F)=[CH:4][C:5]([F:28])=[C:6]([S:8]([N:11]([CH2:17][C:18]2[CH:23]=[CH:22][C:21]([O:24][CH3:25])=[CH:20][C:19]=2[O:26][CH3:27])[C:12]2[S:13][CH:14]=[N:15][N:16]=2)(=[O:10])=[O:9])[CH:7]=1.[F:30][C:31]1[C:32]([C:44]([F:47])([F:46])[F:45])=[CH:33][C:34]([C:38]2[CH:43]=[CH:42][N:41]=[N:40][CH:39]=2)=[C:35]([OH:37])[CH:36]=1.C(=O)([O-])[O-].[K+].[K+].CS(C)=O. The catalyst is O.[Cl-].[NH4+]. The product is [Cl:1][C:2]1[C:3]([O:37][C:35]2[CH:36]=[C:31]([F:30])[C:32]([C:44]([F:47])([F:45])[F:46])=[CH:33][C:34]=2[C:38]2[CH:43]=[CH:42][N:41]=[N:40][CH:39]=2)=[CH:4][C:5]([F:28])=[C:6]([S:8]([N:11]([CH2:17][C:18]2[CH:23]=[CH:22][C:21]([O:24][CH3:25])=[CH:20][C:19]=2[O:26][CH3:27])[C:12]2[S:13][CH:14]=[N:15][N:16]=2)(=[O:9])=[O:10])[CH:7]=1. The yield is 0.230. (4) The reactants are [CH2:1]([NH:3][CH2:4][CH2:5][N:6]([CH3:8])[CH3:7])[CH3:2].[Cl:9][C:10]1[N:15]=[CH:14][C:13]([S:16](Cl)(=[O:18])=[O:17])=[CH:12][CH:11]=1. The catalyst is C(Cl)Cl. The product is [Cl:9][C:10]1[N:15]=[CH:14][C:13]([S:16]([N:3]([CH2:4][CH2:5][N:6]([CH3:8])[CH3:7])[CH2:1][CH3:2])(=[O:18])=[O:17])=[CH:12][CH:11]=1. The yield is 0.600. (5) The reactants are Br[C:2]1[C:3]2[C:4]3[CH:18]=[CH:17][S:16][C:5]=3[C:6](=[O:15])[NH:7][C:8]=2[C:9]([CH3:14])=[CH:10][C:11]=1[O:12][CH3:13].CC1(C)C(C)(C)OB([C:27]2[CH:32]=[CH:31][C:30]([C:33]3([CH2:37][NH:38][C:39](=[O:45])[O:40][C:41]([CH3:44])([CH3:43])[CH3:42])[CH2:36][CH2:35][CH2:34]3)=[CH:29][CH:28]=2)O1. No catalyst specified. The product is [C:41]([O:40][C:39](=[O:45])[NH:38][CH2:37][C:33]1([C:30]2[CH:29]=[CH:28][C:27]([C:2]3[C:3]4[C:4]5[CH:18]=[CH:17][S:16][C:5]=5[C:6](=[O:15])[NH:7][C:8]=4[C:9]([CH3:14])=[CH:10][C:11]=3[O:12][CH3:13])=[CH:32][CH:31]=2)[CH2:36][CH2:35][CH2:34]1)([CH3:44])([CH3:42])[CH3:43]. The yield is 0.450.